Task: Predict the reactants needed to synthesize the given product.. Dataset: Full USPTO retrosynthesis dataset with 1.9M reactions from patents (1976-2016) (1) Given the product [I:6][C:7]1[CH:12]=[CH:11][C:10]([S:13][C:19](=[O:21])[CH3:20])=[CH:9][CH:8]=1, predict the reactants needed to synthesize it. The reactants are: Cl[Si](Cl)(C)C.[I:6][C:7]1[CH:12]=[CH:11][C:10]([S:13](Cl)(=O)=O)=[CH:9][CH:8]=1.CN(C)[C:19](=[O:21])[CH3:20].C(Cl)(=O)C. (2) Given the product [Br:15][C:16]1[CH:24]=[CH:23][C:19]([C:20]([NH:10][S:7]([C:2]2[CH:3]=[CH:4][CH:5]=[CH:6][C:1]=2[S:11](=[O:13])(=[O:12])[NH2:14])(=[O:9])=[O:8])=[O:21])=[CH:18][CH:17]=1, predict the reactants needed to synthesize it. The reactants are: [C:1]1([S:11]([NH2:14])(=[O:13])=[O:12])[C:2]([S:7]([NH2:10])(=[O:9])=[O:8])=[CH:3][CH:4]=[CH:5][CH:6]=1.[Br:15][C:16]1[CH:24]=[CH:23][C:19]([C:20](O)=[O:21])=[CH:18][CH:17]=1.C(Cl)CCl. (3) Given the product [CH3:36][N:38]([CH2:42][CH2:41][O:2][C:1]([C:4]1[CH:35]=[CH:34][C:7]([CH2:8][CH2:9][N:10]2[CH2:11][CH:12]=[C:13]([C:16]3[C:17]([C:28]4[CH:29]=[CH:30][N:31]=[CH:32][CH:33]=4)=[C:18]([C:21]4[CH:26]=[CH:25][C:24]([F:27])=[CH:23][CH:22]=4)[NH:19][CH:20]=3)[CH2:14][CH2:15]2)=[CH:6][CH:5]=1)=[O:3])[CH3:39], predict the reactants needed to synthesize it. The reactants are: [C:1]([C:4]1[CH:35]=[CH:34][C:7]([CH2:8][CH2:9][N:10]2[CH2:15][CH:14]=[C:13]([C:16]3[C:17]([C:28]4[CH:33]=[CH:32][N:31]=[CH:30][CH:29]=4)=[C:18]([C:21]4[CH:26]=[CH:25][C:24]([F:27])=[CH:23][CH:22]=4)[NH:19][CH:20]=3)[CH2:12][CH2:11]2)=[CH:6][CH:5]=1)([OH:3])=[O:2].[C:36](N1C=CN=C1)([N:38]1[CH:42]=[CH:41]N=[CH:39]1)=O.CN(CCO)C.O. (4) Given the product [C:1]1([CH2:7][CH2:8][CH2:9][CH2:10][CH2:11][CH2:12][C:13]([C:15]2[O:16][C:17]([C:20]#[N:22])=[CH:18][N:19]=2)=[O:14])[CH:2]=[CH:3][CH:4]=[CH:5][CH:6]=1, predict the reactants needed to synthesize it. The reactants are: [C:1]1([CH2:7][CH2:8][CH2:9][CH2:10][CH2:11][CH2:12][C:13]([C:15]2[O:16][C:17]([C:20]([NH2:22])=O)=[CH:18][N:19]=2)=[O:14])[CH:6]=[CH:5][CH:4]=[CH:3][CH:2]=1.N1C=CC=CC=1.FC(F)(F)C(OC(=O)C(F)(F)F)=O. (5) Given the product [Cl:16][C:17]1[CH:22]=[CH:21][C:20]([C:23]2[O:27][N:26]=[C:25]([C:28]([N:10]3[CH2:9][C@H:8]([CH2:11][CH:12]([CH3:14])[CH3:13])[NH:7][C:6](=[O:15])[C@@H:5]3[CH2:1][CH:2]([CH3:4])[CH3:3])=[O:29])[CH:24]=2)=[CH:19][C:18]=1[F:31], predict the reactants needed to synthesize it. The reactants are: [CH2:1]([C@@H:5]1[NH:10][CH2:9][C@H:8]([CH2:11][CH:12]([CH3:14])[CH3:13])[NH:7][C:6]1=[O:15])[CH:2]([CH3:4])[CH3:3].[Cl:16][C:17]1[CH:22]=[CH:21][C:20]([C:23]2[O:27][N:26]=[C:25]([C:28](O)=[O:29])[CH:24]=2)=[CH:19][C:18]=1[F:31].C([C@@H]1N(C(=O)/C=C/C2C=CC=CC=2)C[C@H](CC(C)C)NC1=O)C(C)C. (6) Given the product [F:47][C:18]([F:17])([F:46])[C:19]1[CH:24]=[C:23]([C:25]([F:28])([F:26])[F:27])[CH:22]=[CH:21][C:20]=1[C:29]1[CH:33]=[C:32]([CH2:34][N:13]2[CH:14]=[CH:15][C:10]3=[CH:9][C:8]([C:3]4[CH:4]=[CH:5][CH:6]=[CH:7][C:2]=4[F:1])=[N:16][C:11]3=[N:12]2)[O:31][N:30]=1, predict the reactants needed to synthesize it. The reactants are: [F:1][C:2]1[CH:7]=[CH:6][CH:5]=[CH:4][C:3]=1[C:8]1[NH:16][C:11]2[N:12]=[N:13][CH:14]=[CH:15][C:10]=2[CH:9]=1.[F:17][C:18]([F:47])([F:46])[C:19]1[CH:24]=[C:23]([C:25]([F:28])([F:27])[F:26])[CH:22]=[CH:21][C:20]=1[C:29]1[CH:33]=[C:32]([CH2:34]OS(C2C=CC(C)=CC=2)(=O)=O)[O:31][N:30]=1.